From a dataset of Forward reaction prediction with 1.9M reactions from USPTO patents (1976-2016). Predict the product of the given reaction. (1) Given the reactants F[C:2]1[C:7](F)=[CH:6][CH:5]=[CH:4][C:3]=1[C@H:9]1[CH2:15][NH:14][C:13](=[O:16])[C@H:12]([NH:17][C:18](=[O:24])[O:19][C:20]([CH3:23])([CH3:22])[CH3:21])[CH2:11][CH2:10]1.[H][H], predict the reaction product. The product is: [CH:3]1([C@H:9]2[CH2:15][NH:14][C:13](=[O:16])[C@H:12]([NH:17][C:18](=[O:24])[O:19][C:20]([CH3:22])([CH3:21])[CH3:23])[CH2:11][CH2:10]2)[CH2:2][CH2:7][CH2:6][CH2:5][CH2:4]1. (2) Given the reactants Br[C:2]1[CH:3]=[C:4]2[C:9](=[CH:10][CH:11]=1)[N:8]=[C:7]([NH:12][C:13]1[CH:14]=[C:15]([NH:26][C:27](=[O:29])[CH3:28])[CH:16]=[C:17]([CH2:19][N:20]3[CH2:25][CH2:24][O:23][CH2:22][CH2:21]3)[CH:18]=1)[N:6]=[CH:5]2.C(=O)([O-])[O-].[Na+].[Na+].CC1(C)C(C)(C)OB([C:44]2[CH:45]=[N:46][NH:47][CH:48]=2)O1.C(Cl)Cl, predict the reaction product. The product is: [NH:46]1[CH:45]=[C:44]([C:2]2[CH:3]=[C:4]3[C:9](=[CH:10][CH:11]=2)[N:8]=[C:7]([NH:12][C:13]2[CH:14]=[C:15]([NH:26][C:27](=[O:29])[CH3:28])[CH:16]=[C:17]([CH2:19][N:20]4[CH2:25][CH2:24][O:23][CH2:22][CH2:21]4)[CH:18]=2)[N:6]=[CH:5]3)[CH:48]=[N:47]1. (3) The product is: [S:1]1[C:5]([C:6]2[C:7]([NH:26][C:46](=[O:47])[CH2:45][C:42]3[CH:41]=[CH:40][C:39]([O:38][Si:31]([C:34]([CH3:36])([CH3:35])[CH3:37])([CH3:32])[CH3:33])=[CH:44][CH:43]=3)=[N:8][CH:9]=[C:10]([C:12]3[CH:13]=[CH:14][C:15]([O:18][Si:19]([C:22]([CH3:25])([CH3:24])[CH3:23])([CH3:21])[CH3:20])=[CH:16][CH:17]=3)[N:11]=2)=[CH:4][C:3]2[CH:27]=[CH:28][CH:29]=[CH:30][C:2]1=2. Given the reactants [S:1]1[C:5]([C:6]2[C:7]([NH2:26])=[N:8][CH:9]=[C:10]([C:12]3[CH:17]=[CH:16][C:15]([O:18][Si:19]([C:22]([CH3:25])([CH3:24])[CH3:23])([CH3:21])[CH3:20])=[CH:14][CH:13]=3)[N:11]=2)=[CH:4][C:3]2[CH:27]=[CH:28][CH:29]=[CH:30][C:2]1=2.[Si:31]([O:38][C:39]1[CH:44]=[CH:43][C:42]([CH2:45][C:46](Cl)=[O:47])=[CH:41][CH:40]=1)([C:34]([CH3:37])([CH3:36])[CH3:35])([CH3:33])[CH3:32].O, predict the reaction product. (4) Given the reactants CS(O[CH2:6][CH:7]([NH:12][C:13]([O:15][C:16]([CH3:19])([CH3:18])[CH3:17])=[O:14])[CH2:8][O:9][CH2:10][CH3:11])(=O)=O.[N-:20]=[N+:21]=[N-:22].[Na+], predict the reaction product. The product is: [N:20]([CH2:6][CH:7]([NH:12][C:13](=[O:14])[O:15][C:16]([CH3:19])([CH3:18])[CH3:17])[CH2:8][O:9][CH2:10][CH3:11])=[N+:21]=[N-:22]. (5) The product is: [NH2:4][C:5]1[CH:14]=[C:13]2[C:8]([CH:9]=[CH:10][C:11]([S:15]([N:18]([CH2:27][CH2:28][CH:29]([CH3:31])[CH3:30])[CH:19]([CH:24]([CH3:25])[CH3:26])[C:20]([NH:22][OH:23])=[O:21])(=[O:17])=[O:16])=[CH:12]2)=[CH:7][CH:6]=1. Given the reactants C([NH:4][C:5]1[CH:14]=[C:13]2[C:8]([CH:9]=[CH:10][C:11]([S:15]([N:18]([CH2:27][CH2:28][CH:29]([CH3:31])[CH3:30])[CH:19]([CH:24]([CH3:26])[CH3:25])[C:20]([NH:22][OH:23])=[O:21])(=[O:17])=[O:16])=[CH:12]2)=[CH:7][CH:6]=1)(=O)C.Cl, predict the reaction product. (6) Given the reactants [Br:1][C:2]1[C:12]2[C:13]3[C:5]([CH2:6][C:7](=[O:14])[C:8]=3[CH:9]=[CH:10][CH:11]=2)=[CH:4][CH:3]=1.[BH4-].[Na+].[Cl-].[NH4+], predict the reaction product. The product is: [Br:1][C:2]1[C:12]2[C:13]3[C:5]([CH2:6][CH:7]([OH:14])[C:8]=3[CH:9]=[CH:10][CH:11]=2)=[CH:4][CH:3]=1.